From a dataset of Forward reaction prediction with 1.9M reactions from USPTO patents (1976-2016). Predict the product of the given reaction. (1) Given the reactants [NH2:1][C:2]1[N:7]=[CH:6][N:5]=[C:4]2[N:8]([CH2:25][C@@H:26]3[CH2:30][CH2:29][CH2:28][N:27]3[C:31](=[O:35])[CH2:32][C:33]#[N:34])[N:9]=[C:10]([C:11]3[CH:16]=[CH:15][C:14]([O:17][C:18]4[CH:23]=[CH:22][CH:21]=[CH:20][CH:19]=4)=[CH:13][C:12]=3[F:24])[C:3]=12.[CH2:36]([N:38]([C:46]([CH3:50])([CH3:49])[CH:47]=O)[C:39](=[O:45])[O:40][C:41]([CH3:44])([CH3:43])[CH3:42])[CH3:37].N1CCCCC1, predict the reaction product. The product is: [NH2:1][C:2]1[N:7]=[CH:6][N:5]=[C:4]2[N:8]([CH2:25][C@@H:26]3[CH2:30][CH2:29][CH2:28][N:27]3[C:31](=[O:35])[C:32]([C:33]#[N:34])=[CH:50][C:46]([N:38]([CH2:36][CH3:37])[C:39](=[O:45])[O:40][C:41]([CH3:44])([CH3:43])[CH3:42])([CH3:47])[CH3:49])[N:9]=[C:10]([C:11]3[CH:16]=[CH:15][C:14]([O:17][C:18]4[CH:19]=[CH:20][CH:21]=[CH:22][CH:23]=4)=[CH:13][C:12]=3[F:24])[C:3]=12. (2) Given the reactants [OH:1][CH:2]([CH2:8][C:9](=[O:11])[O-:10])[CH2:3][N+:4]([CH3:7])([CH3:6])[CH3:5], predict the reaction product. The product is: [OH:1][C@H:2]([CH2:8][C:9](=[O:10])[O-:11])[CH2:3][N+:4]([CH3:7])([CH3:5])[CH3:6].